This data is from Forward reaction prediction with 1.9M reactions from USPTO patents (1976-2016). The task is: Predict the product of the given reaction. (1) Given the reactants [N+:1]([C:4]1[CH:5]=[C:6]([C:10]2[O:14][C:13]([OH:15])=[N:12][N:11]=2)[CH:7]=[CH:8][CH:9]=1)([O-])=O.[H][H], predict the reaction product. The product is: [NH2:1][C:4]1[CH:5]=[C:6]([C:10]2[O:14][C:13]([OH:15])=[N:12][N:11]=2)[CH:7]=[CH:8][CH:9]=1. (2) Given the reactants Cl[C:2]1[C:10]([N+:11]([O-:13])=[O:12])=[CH:9][C:8]([N+:14]([O-:16])=[O:15])=[CH:7][C:3]=1[C:4]([NH2:6])=[O:5].[Na+].[I-:18].[N:19]1([CH2:22][CH2:23][OH:24])[CH2:21][CH2:20]1.O, predict the reaction product. The product is: [OH:24][CH2:23][CH2:22][N:19]([CH2:20][CH2:21][I:18])[C:2]1[C:10]([N+:11]([O-:13])=[O:12])=[CH:9][C:8]([N+:14]([O-:16])=[O:15])=[CH:7][C:3]=1[C:4]([NH2:6])=[O:5]. (3) The product is: [Cl:1][C:2]1[C:3]([C:14]([F:17])([F:16])[F:15])=[N:4][N:5]([C:8]([CH3:13])([CH3:12])[C:9]([N:29]2[CH2:30][CH2:31][CH2:32][C:33]3[N:25]([C:22]4[CH:23]=[CH:24][C:19]([F:18])=[CH:20][CH:21]=4)[N:26]=[CH:27][C:28]2=3)=[O:11])[C:6]=1[CH3:7]. Given the reactants [Cl:1][C:2]1[C:3]([C:14]([F:17])([F:16])[F:15])=[N:4][N:5]([C:8]([CH3:13])([CH3:12])[C:9]([OH:11])=O)[C:6]=1[CH3:7].[F:18][C:19]1[CH:24]=[CH:23][C:22]([N:25]2[C:33]3[CH2:32][CH2:31][CH2:30][NH:29][C:28]=3[CH:27]=[N:26]2)=[CH:21][CH:20]=1, predict the reaction product. (4) Given the reactants [OH:1][C:2]1[CH:9]=[C:8]([OH:10])[CH:7]=[CH:6][C:3]=1[CH:4]=[O:5].[F-].[K+].[Cl:13][C:14]1[CH:21]=[CH:20][C:17]([CH2:18]Cl)=[CH:16][CH:15]=1, predict the reaction product. The product is: [Cl:13][C:14]1[CH:21]=[CH:20][C:17]([CH2:18][O:10][C:8]2[CH:7]=[CH:6][C:3]([CH:4]=[O:5])=[C:2]([OH:1])[CH:9]=2)=[CH:16][CH:15]=1. (5) Given the reactants [SH:1][C:2]1[CH:7]=[CH:6][CH:5]=[CH:4][N:3]=1.[H-].[Na+].F[C:11]1[CH:16]=[CH:15][C:14]([N+:17]([O-:19])=[O:18])=[CH:13][CH:12]=1, predict the reaction product. The product is: [N+:17]([C:14]1[CH:15]=[CH:16][C:11]([S:1][C:2]2[CH:7]=[CH:6][CH:5]=[CH:4][N:3]=2)=[CH:12][CH:13]=1)([O-:19])=[O:18]. (6) Given the reactants Cl[C:2]1[CH:3]=[CH:4][C:5]([C:15]([N:17]2[CH2:22][CH2:21][N:20]([C:23]3[C:28]([CH3:29])=[CH:27][C:26]([CH3:30])=[C:25]([CH3:31])[N:24]=3)[CH2:19][CH2:18]2)=[O:16])=[C:6]([N:8]2[CH2:12][CH2:11][N:10]([CH3:13])[C:9]2=[O:14])[CH:7]=1.[S:32]1(=[O:38])(=[O:37])[CH2:36][CH2:35][CH2:34][NH:33]1, predict the reaction product. The product is: [O:37]=[S:32]1(=[O:38])[CH2:36][CH2:35][CH2:34][N:33]1[C:2]1[CH:3]=[CH:4][C:5]([C:15]([N:17]2[CH2:22][CH2:21][N:20]([C:23]3[C:28]([CH3:29])=[CH:27][C:26]([CH3:30])=[C:25]([CH3:31])[N:24]=3)[CH2:19][CH2:18]2)=[O:16])=[C:6]([N:8]2[CH2:12][CH2:11][N:10]([CH3:13])[C:9]2=[O:14])[CH:7]=1. (7) Given the reactants [Cl-].[OH:2][NH3+:3].C(=O)([O-])O.[Na+].[CH3:9][C:10]1[CH:18]=[C:17]2[C:13]([C:14]([CH2:25][C:26]3[N:31]=[C:30]([C:32]#[N:33])[CH:29]=[CH:28][CH:27]=3)=[C:15]([C:19]3[CH:24]=[CH:23][CH:22]=[CH:21][CH:20]=3)[NH:16]2)=[CH:12][CH:11]=1, predict the reaction product. The product is: [CH3:9][C:10]1[CH:18]=[C:17]2[C:13]([C:14]([CH2:25][C:26]3[N:31]=[C:30]([C:32](=[N:3][OH:2])[NH2:33])[CH:29]=[CH:28][CH:27]=3)=[C:15]([C:19]3[CH:24]=[CH:23][CH:22]=[CH:21][CH:20]=3)[NH:16]2)=[CH:12][CH:11]=1. (8) Given the reactants [CH3:1][O:2][C:3]1[CH:8]=[CH:7][CH:6]=[CH:5][C:4]=1[N:9]1[CH2:14][CH2:13][NH:12][CH2:11][CH2:10]1.[Cl:15][C:16]1[CH:17]=[C:18]([C:22]2[C:23]([CH:28]=O)=[CH:24][CH:25]=[CH:26][CH:27]=2)[CH:19]=[CH:20][CH:21]=1.[BH-](OC(C)=O)(OC(C)=O)OC(C)=O.[Na+].C1(C2C=CC=CC=2)C=CC=CC=1CN1CCN(C2C=CC=CC=2)CC1, predict the reaction product. The product is: [Cl:15][C:16]1[CH:17]=[C:18]([C:22]2[CH:27]=[CH:26][CH:25]=[CH:24][C:23]=2[CH2:28][N:12]2[CH2:13][CH2:14][N:9]([C:4]3[CH:5]=[CH:6][CH:7]=[CH:8][C:3]=3[O:2][CH3:1])[CH2:10][CH2:11]2)[CH:19]=[CH:20][CH:21]=1. (9) Given the reactants [CH2:1]([C:4]1[C:13]([CH3:14])=[C:12]2[C:7]([C:8]([CH3:17])([CH3:16])[CH2:9][C:10](=[O:15])[O:11]2)=[C:6]([CH3:18])[C:5]=1[OH:19])[CH:2]=[CH2:3].CCN(C(C)C)C(C)C.[CH3:29][O:30][CH2:31]Cl, predict the reaction product. The product is: [CH2:1]([C:4]1[C:13]([CH3:14])=[C:12]2[C:7]([C:8]([CH3:16])([CH3:17])[CH2:9][C:10](=[O:15])[O:11]2)=[C:6]([CH3:18])[C:5]=1[O:19][CH2:29][O:30][CH3:31])[CH:2]=[CH2:3]. (10) Given the reactants [C:1]1([CH2:7][CH2:8][CH2:9][N:10]([CH2:30][CH2:31][CH2:32][C:33]2[CH:38]=[CH:37][CH:36]=[CH:35][CH:34]=2)[C:11]2[CH:16]=[CH:15][C:14]([S:17][C:18]3[CH:23]=[CH:22][C:21]([CH2:24][C:25]([O:27]CC)=[O:26])=[CH:20][CH:19]=3)=[CH:13][CH:12]=2)[CH:6]=[CH:5][CH:4]=[CH:3][CH:2]=1.[OH-].[Na+].O.C(O)C, predict the reaction product. The product is: [C:1]1([CH2:7][CH2:8][CH2:9][N:10]([CH2:30][CH2:31][CH2:32][C:33]2[CH:38]=[CH:37][CH:36]=[CH:35][CH:34]=2)[C:11]2[CH:16]=[CH:15][C:14]([S:17][C:18]3[CH:23]=[CH:22][C:21]([CH2:24][C:25]([OH:27])=[O:26])=[CH:20][CH:19]=3)=[CH:13][CH:12]=2)[CH:2]=[CH:3][CH:4]=[CH:5][CH:6]=1.